From a dataset of Full USPTO retrosynthesis dataset with 1.9M reactions from patents (1976-2016). Predict the reactants needed to synthesize the given product. (1) Given the product [N+:1]([C:4]1[CH:5]=[C:6]2[C:11](=[CH:12][C:13]=1[O:29][C@H:26]1[CH2:27][CH2:28][O:24][CH2:25]1)[N:10]=[CH:9][NH:8][C:7]2=[O:23])([O-:3])=[O:2], predict the reactants needed to synthesize it. The reactants are: [N+:1]([C:4]1[CH:5]=[C:6]2[C:11](=[CH:12][C:13]=1S(C1C=CC=CC=1)(=O)=O)[N:10]=[CH:9][NH:8][C:7]2=[O:23])([O-:3])=[O:2].[O:24]1[CH2:28][CH2:27][C@H:26]([OH:29])[CH2:25]1.CC(C)([O-])C.[K+]. (2) Given the product [F:8][C:9]1[CH:10]=[C:11]([CH2:19][C:20]([OH:22])=[O:21])[CH:12]=[C:13]([F:18])[C:14]=1[N+:15]([O-:17])=[O:16], predict the reactants needed to synthesize it. The reactants are: FC(F)(F)C(O)=O.[F:8][C:9]1[CH:10]=[C:11]([CH2:19][C:20]([O:22]C(C)(C)C)=[O:21])[CH:12]=[C:13]([F:18])[C:14]=1[N+:15]([O-:17])=[O:16]. (3) Given the product [Cl:1][C:2]1[CH:23]=[CH:22][CH:21]=[C:20]([C:24]([F:25])([F:27])[F:26])[C:3]=1[C:4]([N:6]1[C:14]2[C:9](=[CH:10][CH:11]=[C:12]([C:15]([OH:17])=[O:16])[CH:13]=2)[C:8]([I:19])=[N:7]1)=[O:5], predict the reactants needed to synthesize it. The reactants are: [Cl:1][C:2]1[CH:23]=[CH:22][CH:21]=[C:20]([C:24]([F:27])([F:26])[F:25])[C:3]=1[C:4]([N:6]1[C:14]2[C:9](=[CH:10][CH:11]=[C:12]([C:15]([O:17]C)=[O:16])[CH:13]=2)[C:8]([I:19])=[N:7]1)=[O:5].[Li+].[OH-].